This data is from Full USPTO retrosynthesis dataset with 1.9M reactions from patents (1976-2016). The task is: Predict the reactants needed to synthesize the given product. Given the product [NH2:7][C@@H:8]1[CH2:19][C@H:11]2[CH2:12][N:13]([C:15]([NH:16][CH3:17])=[O:18])[CH2:14][C@@:10]2([C:20]([N:22]2[CH2:31][CH2:30][C:29]3[N:28]=[CH:27][C:26]([C:32]([F:35])([F:34])[F:33])=[CH:25][C:24]=3[CH2:23]2)=[O:21])[CH2:9]1, predict the reactants needed to synthesize it. The reactants are: C(OC(=O)[NH:7][C@@H:8]1[CH2:19][C@H:11]2[CH2:12][N:13]([C:15](=[O:18])[NH:16][CH3:17])[CH2:14][C@@:10]2([C:20]([N:22]2[CH2:31][CH2:30][C:29]3[N:28]=[CH:27][C:26]([C:32]([F:35])([F:34])[F:33])=[CH:25][C:24]=3[CH2:23]2)=[O:21])[CH2:9]1)(C)(C)C.